This data is from Full USPTO retrosynthesis dataset with 1.9M reactions from patents (1976-2016). The task is: Predict the reactants needed to synthesize the given product. Given the product [C:8]1([C:12]2[CH:11]=[CH:16][CH:15]=[CH:14][CH:13]=2)[C:9]([OH:10])=[CH:4][CH:5]=[CH:6][CH:7]=1.[CH2:17]([Si:3]([CH2:1][CH3:2])([CH2:19][CH3:20])[C:4]1[CH:5]=[CH:6][CH:7]=[C:8]([C:12]2[CH:13]=[CH:14][CH:15]=[CH:16][CH:11]=2)[C:9]=1[OH:10])[CH3:18].[CH2:17]([Si:3]([CH2:1][CH3:2])([CH2:19][CH3:20])[C:4]1[CH:9]=[C:8]([C:12]2[CH:13]=[CH:14][CH:15]=[CH:16][C:11]=2[OH:10])[CH:7]=[CH:6][CH:5]=1)[CH3:18], predict the reactants needed to synthesize it. The reactants are: [CH2:1]([Si:3]([CH2:19][CH3:20])([CH2:17][CH3:18])[C:4]1[C:9]2[O:10][C:11]3[CH:16]=[CH:15][CH:14]=[CH:13][C:12]=3[C:8]=2[CH:7]=[CH:6][CH:5]=1)[CH3:2].CC([O-])(C)C.[K+].[SiH](CC)(CC)CC.